From a dataset of Forward reaction prediction with 1.9M reactions from USPTO patents (1976-2016). Predict the product of the given reaction. (1) Given the reactants [CH3:1][N:2]([C:7]1[CH:8]=[C:9]([CH:13]=[C:14]([C:16](=[O:26])[NH:17][CH:18]([C:20]2[CH:25]=[CH:24][CH:23]=[CH:22][CH:21]=2)[CH3:19])[CH:15]=1)[C:10](O)=[O:11])[S:3]([CH3:6])(=[O:5])=[O:4].[OH2:27].ON1[C:33]2[CH:34]=[CH:35][CH:36]=[CH:37][C:32]=2N=N1.C([N:41]([CH:44]([CH3:46])C)[CH2:42][CH3:43])(C)C.CN([CH:50]=[O:51])C, predict the reaction product. The product is: [OH:27][CH:46]([CH2:44][NH:41][CH2:42][C:43]1[CH:16]=[CH:14][CH:13]=[C:9]([O:51][CH3:50])[CH:8]=1)[CH:7]([NH:2][C:10](=[O:11])[C:9]1[CH:8]=[C:7]([N:2]([CH3:1])[S:3]([CH3:6])(=[O:5])=[O:4])[CH:15]=[C:14]([C:16]([NH:17][CH:18]([C:20]2[CH:25]=[CH:24][CH:23]=[CH:22][CH:21]=2)[CH3:19])=[O:26])[CH:13]=1)[CH2:15][C:32]1[CH:37]=[CH:36][CH:35]=[CH:34][CH:33]=1. (2) Given the reactants [CH:1]1([CH2:7][C@H:8]([OH:12])[C:9]([OH:11])=[O:10])[CH2:6][CH2:5][CH2:4][CH2:3][CH2:2]1.[CH3:13]OC(OC)OC.O.C1(C)C=CC(S(O)(=O)=O)=CC=1.O, predict the reaction product. The product is: [CH3:13][O:10][C:9](=[O:11])[C@@H:8]([OH:12])[CH2:7][CH:1]1[CH2:6][CH2:5][CH2:4][CH2:3][CH2:2]1. (3) Given the reactants C1(C)C=CC=CC=1.[CH3:8][O:9][C:10]1[CH:15]=[CH:14][CH:13]=[CH:12][C:11]=1I.[C:17]([C:19]1([OH:28])[CH:24]([CH3:25])[CH2:23][CH2:22][CH2:21][C:20]1([CH3:27])[CH3:26])#[CH:18].C(NC(C)C)(C)C, predict the reaction product. The product is: [CH3:8][O:9][C:10]1[CH:15]=[CH:14][CH:13]=[CH:12][C:11]=1[C:18]#[C:17][C:19]1([OH:28])[CH:24]([CH3:25])[CH2:23][CH2:22][CH2:21][C:20]1([CH3:27])[CH3:26].